Dataset: NCI-60 drug combinations with 297,098 pairs across 59 cell lines. Task: Regression. Given two drug SMILES strings and cell line genomic features, predict the synergy score measuring deviation from expected non-interaction effect. (1) Drug 1: CN(C)N=NC1=C(NC=N1)C(=O)N. Drug 2: CCC1(CC2CC(C3=C(CCN(C2)C1)C4=CC=CC=C4N3)(C5=C(C=C6C(=C5)C78CCN9C7C(C=CC9)(C(C(C8N6C)(C(=O)OC)O)OC(=O)C)CC)OC)C(=O)OC)O.OS(=O)(=O)O. Cell line: HT29. Synergy scores: CSS=56.5, Synergy_ZIP=1.16, Synergy_Bliss=-0.223, Synergy_Loewe=-28.1, Synergy_HSA=-0.997. (2) Drug 1: C1=CC(=CC=C1CCCC(=O)O)N(CCCl)CCCl. Drug 2: C(CC(=O)O)C(=O)CN.Cl. Cell line: RPMI-8226. Synergy scores: CSS=64.5, Synergy_ZIP=-6.05, Synergy_Bliss=-6.68, Synergy_Loewe=-2.27, Synergy_HSA=-0.935. (3) Drug 2: C1CC(=O)NC(=O)C1N2C(=O)C3=CC=CC=C3C2=O. Cell line: SR. Synergy scores: CSS=51.1, Synergy_ZIP=0.0226, Synergy_Bliss=-0.727, Synergy_Loewe=-13.9, Synergy_HSA=0.0758. Drug 1: C1CCC(CC1)NC(=O)N(CCCl)N=O. (4) Drug 1: CC1=C(C(=CC=C1)Cl)NC(=O)C2=CN=C(S2)NC3=CC(=NC(=N3)C)N4CCN(CC4)CCO. Drug 2: CC(C)CN1C=NC2=C1C3=CC=CC=C3N=C2N. Cell line: RPMI-8226. Synergy scores: CSS=6.46, Synergy_ZIP=-0.969, Synergy_Bliss=-3.60, Synergy_Loewe=-11.5, Synergy_HSA=-7.78. (5) Drug 1: CC(CN1CC(=O)NC(=O)C1)N2CC(=O)NC(=O)C2. Drug 2: CCC1=C2CN3C(=CC4=C(C3=O)COC(=O)C4(CC)O)C2=NC5=C1C=C(C=C5)O. Cell line: HS 578T. Synergy scores: CSS=9.51, Synergy_ZIP=-9.34, Synergy_Bliss=-6.56, Synergy_Loewe=-7.20, Synergy_HSA=-3.98. (6) Drug 1: CC1=CC2C(CCC3(C2CCC3(C(=O)C)OC(=O)C)C)C4(C1=CC(=O)CC4)C. Drug 2: COCCOC1=C(C=C2C(=C1)C(=NC=N2)NC3=CC=CC(=C3)C#C)OCCOC.Cl. Cell line: NCIH23. Synergy scores: CSS=0.0575, Synergy_ZIP=0.145, Synergy_Bliss=-0.638, Synergy_Loewe=-6.43, Synergy_HSA=-3.22.